From a dataset of Cav3 T-type calcium channel HTS with 100,875 compounds. Binary Classification. Given a drug SMILES string, predict its activity (active/inactive) in a high-throughput screening assay against a specified biological target. (1) The molecule is S(C=1NC(=O)C(C(c2c(OCC)cccc2)C1C#N)C#N)CC(OCCC)=O. The result is 0 (inactive). (2) The drug is O=C1N(\N=C\c2oc(cc2)c2c([N+]([O-])=O)cc(cc2)C)C(=O)C2C3C4C(C4)C(C12)C=C3. The result is 1 (active). (3) The drug is Clc1c(OC(=O)c2c(Oc3nc(OC)cc(OC)n3)cccc2)ccc(F)c1. The result is 0 (inactive). (4) The compound is S=C(NCc1cc2c3c([nH]c2cc1)CCCC3)Nc1ccc(cc1)C. The result is 0 (inactive). (5) The drug is Clc1c(CN2C(CCC2=O)C(=O)N2CCN(CC2)c2cc(Cl)ccc2)cccc1. The result is 0 (inactive). (6) The compound is S(=O)(=O)(NCc1occc1)c1cc(S(=O)(=O)NCc2occc2)c(OC)cc1OC. The result is 0 (inactive). (7) The drug is S(c1n(c2c(n(c(=O)n(c2=O)C)C)n1)CCC)CC(=O)Nc1sc(c(c1C(OCC)=O)C)C. The result is 0 (inactive). (8) The molecule is O(C(=O)c1n2CCCCc2c(c1N)C#N)CC. The result is 0 (inactive). (9) The drug is S(Cc1ccccc1)c1n(nnn1)c1ccccc1. The result is 0 (inactive). (10) The compound is S(c1c(cccc1)C(O)=O)CC(=O)Nc1cc(ccc1)C(O)=O. The result is 0 (inactive).